From a dataset of Catalyst prediction with 721,799 reactions and 888 catalyst types from USPTO. Predict which catalyst facilitates the given reaction. Reactant: C([C:4]1[CH:5]=[C:6]2[C:10](=[CH:11][CH:12]=1)[N:9]([C:13](OC(C)(C)C)=[O:14])[C:8]([C:20]1C(Cl)=[N:22][C:23]3[C:28]([CH:29]=1)=[CH:27][CH:26]=[CH:25][CH:24]=3)=[CH:7]2)(=O)C.[C:31](O)(=[O:33])[CH3:32]. Product: [C:31]([C:26]1[CH:27]=[C:28]2[C:23](=[CH:24][CH:25]=1)[NH:22][C:20]([C:8]1[C:13](=[O:14])[NH:9][C:10]3[C:6]([CH:7]=1)=[CH:5][CH:4]=[CH:12][CH:11]=3)=[CH:29]2)(=[O:33])[CH3:32]. The catalyst class is: 6.